The task is: Predict the reactants needed to synthesize the given product.. This data is from Full USPTO retrosynthesis dataset with 1.9M reactions from patents (1976-2016). (1) Given the product [ClH:12].[Cl:12][C:11]1[CH:7]=[C:3]([C:4]([NH2:6])=[O:5])[C:1](=[NH:2])[N:15]([CH2:16][C:17]2[CH:22]=[C:21]([F:23])[CH:20]=[CH:19][C:18]=2[S:24](=[O:25])(=[O:26])[NH:27][CH2:28][CH2:29][O:30][CH3:31])[CH:10]=1, predict the reactants needed to synthesize it. The reactants are: [C:1]([CH:3]([CH:7]1[C:11]([Cl:12])=[C:10](Cl)C(=O)O1)[C:4]([NH2:6])=[O:5])#[N:2].[NH2:15][CH2:16][C:17]1[CH:22]=[C:21]([F:23])[CH:20]=[CH:19][C:18]=1[S:24]([NH:27][CH2:28][CH2:29][O:30][CH3:31])(=[O:26])=[O:25].C(=O)([O-])[O-].[K+].[K+]. (2) Given the product [CH3:1][N:2]1[C:6]([C:7]([F:8])([F:9])[F:10])=[CH:5][C:4]([O:11][C:12]2[CH:13]=[C:14]([CH:15]=[C:16]([O:18][C:19]3[CH:24]=[CH:23][CH:22]=[C:21]([C:25]([F:26])([F:27])[F:28])[CH:20]=3)[CH:17]=2)[NH2:29])=[N:3]1, predict the reactants needed to synthesize it. The reactants are: [CH3:1][N:2]1[C:6]([C:7]([F:10])([F:9])[F:8])=[CH:5][C:4]([O:11][C:12]2[CH:13]=[C:14]([N+:29]([O-])=O)[CH:15]=[C:16]([O:18][C:19]3[CH:24]=[CH:23][CH:22]=[C:21]([C:25]([F:28])([F:27])[F:26])[CH:20]=3)[CH:17]=2)=[N:3]1.C([O-])=O.[NH4+]. (3) Given the product [C:1]([O:5][C:6](=[O:24])[N:7]([CH2:17][C:18]1[CH:23]=[CH:22][CH:21]=[CH:20][CH:19]=1)[CH2:8][CH2:9][C:10]1[CH:15]=[CH:14][C:13]([O:16][C:38]2[CH:37]=[CH:36][C:33]([C:34]#[N:35])=[C:32]([Cl:31])[CH:39]=2)=[CH:12][CH:11]=1)([CH3:4])([CH3:2])[CH3:3], predict the reactants needed to synthesize it. The reactants are: [C:1]([O:5][C:6](=[O:24])[N:7]([CH2:17][C:18]1[CH:23]=[CH:22][CH:21]=[CH:20][CH:19]=1)[CH2:8][CH2:9][C:10]1[CH:15]=[CH:14][C:13]([OH:16])=[CH:12][CH:11]=1)([CH3:4])([CH3:3])[CH3:2].C([O-])([O-])=O.[K+].[K+].[Cl:31][C:32]1[CH:39]=[C:38](F)[CH:37]=[CH:36][C:33]=1[C:34]#[N:35].O. (4) Given the product [CH2:3]([O:4][C:5](=[O:7])[CH2:6][N:18]1[CH2:19][CH2:20][CH:15]([OH:14])[CH2:16][CH2:17]1)[CH3:2], predict the reactants needed to synthesize it. The reactants are: Br[CH2:2][CH2:3][O:4][C:5](=[O:7])[CH3:6].C(=O)([O-])[O-].[K+].[K+].[OH:14][CH:15]1[CH2:20][CH2:19][NH:18][CH2:17][CH2:16]1. (5) Given the product [CH2:1]([O:3][CH:4]([O:16][CH2:17][CH3:18])[C:5]1[N:6]=[C:7]2[C:12]([CH:13]=[O:14])=[CH:11][CH:10]=[CH:9][N:8]2[CH:15]=1)[CH3:2], predict the reactants needed to synthesize it. The reactants are: [CH2:1]([O:3][CH:4]([O:16][CH2:17][CH3:18])[C:5]1[N:6]=[C:7]2[C:12]([CH2:13][OH:14])=[CH:11][CH:10]=[CH:9][N:8]2[CH:15]=1)[CH3:2]. (6) Given the product [Br:14][C:9]1[S:8][C:7]([NH:10][C:11](=[O:13])[CH3:12])=[N:6][C:5]=1[CH2:4][N:2]([CH3:1])[CH3:3], predict the reactants needed to synthesize it. The reactants are: [CH3:1][N:2]([CH2:4][C:5]1[N:6]=[C:7]([NH:10][C:11](=[O:13])[CH3:12])[S:8][CH:9]=1)[CH3:3].[Br:14]Br. (7) Given the product [NH:17]=[C:18]([N:29]1[CH2:30][CH2:31][O:32][CH2:33][CH2:34]1)[C:19]1[CH:28]=[CH:27][CH:26]=[C:25]2[C:20]=1[CH2:21][CH2:22][N:23]([C:2]1[NH:11][C:10](=[O:12])[C:9]3[C:4](=[CH:5][C:6]([O:15][CH3:16])=[C:7]([O:13][CH3:14])[CH:8]=3)[N:3]=1)[CH2:24]2, predict the reactants needed to synthesize it. The reactants are: Cl[C:2]1[NH:11][C:10](=[O:12])[C:9]2[C:4](=[CH:5][C:6]([O:15][CH3:16])=[C:7]([O:13][CH3:14])[CH:8]=2)[N:3]=1.[NH:17]=[C:18]([N:29]1[CH2:34][CH2:33][O:32][CH2:31][CH2:30]1)[C:19]1[CH:28]=[CH:27][CH:26]=[C:25]2[C:20]=1[CH2:21][CH2:22][NH:23][CH2:24]2.